This data is from Reaction yield outcomes from USPTO patents with 853,638 reactions. The task is: Predict the reaction yield, written as a fraction of the theoretical maximum amount of product (1.0 means a 100% yield; for example, 0.34 means a 34% yield). (1) The reactants are C(O[B:5]1[O:9][C:8]([CH3:11])([CH3:10])[C:7]([CH3:13])([CH3:12])[O:6]1)(C)C.C([Li])CCC.[F:19][C:20]1[CH:21]=[C:22]([CH:27]2[CH2:30][O:29][CH2:28]2)[CH:23]=[C:24]([F:26])[CH:25]=1. No catalyst specified. The product is [F:26][C:24]1[CH:23]=[C:22]([CH:27]2[CH2:30][O:29][CH2:28]2)[CH:21]=[C:20]([F:19])[C:25]=1[B:5]1[O:6][C:7]([CH3:12])([CH3:13])[C:8]([CH3:10])([CH3:11])[O:9]1. The yield is 0.0800. (2) The reactants are CO[C:3]([C:5]1[CH:6]=[C:7]2[C:11](=[CH:12][CH:13]=1)[NH:10][N:9]=[CH:8]2)=[O:4].I[CH2:15][CH:16]([CH3:18])[CH3:17]. No catalyst specified. The product is [CH2:15]([N:10]1[C:11]2[C:7](=[CH:6][C:5]([CH2:3][OH:4])=[CH:13][CH:12]=2)[CH:8]=[N:9]1)[CH:16]([CH3:18])[CH3:17]. The yield is 0.520. (3) The reactants are Br[C:2]1[CH:3]=[C:4]([C:10]2([C:21]3[CH:26]=[CH:25][N:24]=[C:23]([C:27]([F:30])([F:29])[F:28])[CH:22]=3)[C:18]3[C:13](=[C:14]([F:19])[CH:15]=[CH:16][CH:17]=3)[C:12]([NH2:20])=[N:11]2)[CH:5]=[CH:6][C:7]=1[O:8][CH3:9].C([Sn](CCCC)(CCCC)[C:36]1[CH:41]=[N:40][CH:39]=[CH:38][N:37]=1)CCC. The catalyst is C1C=CC([P]([Pd]([P](C2C=CC=CC=2)(C2C=CC=CC=2)C2C=CC=CC=2)([P](C2C=CC=CC=2)(C2C=CC=CC=2)C2C=CC=CC=2)[P](C2C=CC=CC=2)(C2C=CC=CC=2)C2C=CC=CC=2)(C2C=CC=CC=2)C2C=CC=CC=2)=CC=1.CN(C=O)C. The product is [F:19][C:14]1[CH:15]=[CH:16][CH:17]=[C:18]2[C:13]=1[C:12]([NH2:20])=[N:11][C:10]2([C:4]1[CH:5]=[CH:6][C:7]([O:8][CH3:9])=[C:2]([C:36]2[CH:41]=[N:40][CH:39]=[CH:38][N:37]=2)[CH:3]=1)[C:21]1[CH:26]=[CH:25][N:24]=[C:23]([C:27]([F:28])([F:29])[F:30])[CH:22]=1. The yield is 0.548. (4) The reactants are C(C1C=C([NH:10][C:11]([NH:13][C:14]2[CH:19]=[CH:18][C:17](Cl)=[CH:16][CH:15]=2)=[O:12])N(C2C=C(C=CC=2)C(OCC)=O)N=1)(C)(C)C.O=S(Cl)Cl. The catalyst is CCl. The product is [C:14]1([NH:13][C:11](=[O:12])[NH2:10])[C:15]2[C:16](=[CH:19][CH:14]=[CH:15][CH:16]=2)[CH:17]=[CH:18][CH:19]=1. The yield is 0.970. (5) The reactants are Cl[C:2]1[CH:7]=[C:6]([C:8]#[N:9])[CH:5]=[CH:4][N:3]=1.[F-:10].[K+]. The catalyst is CN1CCCC1=O.[Br-].C([P+](CCCC)(CCCC)CCCC)CCC.O. The product is [F:10][C:2]1[CH:7]=[C:6]([CH:5]=[CH:4][N:3]=1)[C:8]#[N:9]. The yield is 0.430. (6) The reactants are C[O:2][C:3](=[O:34])[CH2:4][C:5]1[C:14]([CH3:15])=[C:13]([CH:16]2[CH2:21][CH2:20][N:19]([C:22](=[O:32])[NH:23][C:24]3[C:29]([F:30])=[CH:28][CH:27]=[CH:26][C:25]=3[F:31])[CH2:18][CH2:17]2)[C:12]2[C:7](=[CH:8][CH:9]=[C:10]([F:33])[CH:11]=2)[CH:6]=1.O.[OH-].[Li+]. The catalyst is C1COCC1.O. The product is [F:31][C:25]1[CH:26]=[CH:27][CH:28]=[C:29]([F:30])[C:24]=1[NH:23][C:22]([N:19]1[CH2:20][CH2:21][CH:16]([C:13]2[C:12]3[C:7](=[CH:8][CH:9]=[C:10]([F:33])[CH:11]=3)[CH:6]=[C:5]([CH2:4][C:3]([OH:34])=[O:2])[C:14]=2[CH3:15])[CH2:17][CH2:18]1)=[O:32]. The yield is 0.640. (7) The reactants are [CH2:1]([N:8]1[CH2:13][CH2:12][CH:11]([CH3:14])[CH:10]([OH:15])[CH2:9]1)[C:2]1[CH:7]=[CH:6][CH:5]=[CH:4][CH:3]=1.O.[C:17]1([CH3:27])[CH:22]=[CH:21][C:20]([S:23]([OH:26])(=[O:25])=[O:24])=[CH:19][CH:18]=1. The catalyst is CC(C)=O. The product is [C:17]1([CH3:27])[CH:18]=[CH:19][C:20]([S:23]([OH:26])(=[O:24])=[O:25])=[CH:21][CH:22]=1.[CH2:1]([N:8]1[CH2:13][CH2:12][CH:11]([CH3:14])[CH:10]([OH:15])[CH2:9]1)[C:2]1[CH:3]=[CH:4][CH:5]=[CH:6][CH:7]=1. The yield is 1.00. (8) The reactants are [CH3:1][O:2][C:3]([NH:5][C@H:6]([C:10]([N:12]1[C@@H:16]([CH3:17])[CH2:15][CH2:14][C@H:13]1[C:18]1[NH:22][C:21]2[C:23]3[C:28]([CH:29]=[CH:30][C:20]=2[N:19]=1)=[CH:27][C:26]1[C:31]2[C:36]([CH2:37][O:38][C:25]=1[CH:24]=3)=[CH:35][C:34]([C:39]1[NH:43][C:42]([C@@H:44]3[CH2:48][C@H:47]([CH2:49][O:50][CH3:51])[CH2:46][N:45]3C(OC(C)(C)C)=O)=[N:41][CH:40]=1)=[CH:33][CH:32]=2)=[O:11])[CH:7]([CH3:9])[CH3:8])=[O:4].Cl.[CH3:60][O:61][C:62]([NH:64][C@@H:65]([C@@H:69]([CH3:72])[CH2:70][CH3:71])[C:66]([OH:68])=O)=[O:63].CN(C(ON1N=NC2C=CC=NC1=2)=[N+](C)C)C.F[P-](F)(F)(F)(F)F.CCN(C(C)C)C(C)C. The catalyst is C(Cl)Cl.CN(C=O)C. The product is [CH3:1][O:2][C:3]([NH:5][C@@H:6]([CH:7]([CH3:9])[CH3:8])[C:10]([N:12]1[C@@H:16]([CH3:17])[CH2:15][CH2:14][C@H:13]1[C:18]1[NH:22][C:21]2[C:23]3[C:28]([CH:29]=[CH:30][C:20]=2[N:19]=1)=[CH:27][C:26]1[C:31]2[C:36]([CH2:37][O:38][C:25]=1[CH:24]=3)=[CH:35][C:34]([C:39]1[NH:43][C:42]([C@@H:44]3[CH2:48][C@H:47]([CH2:49][O:50][CH3:51])[CH2:46][N:45]3[C:66](=[O:68])[C@@H:65]([NH:64][C:62](=[O:63])[O:61][CH3:60])[C@@H:69]([CH3:72])[CH2:70][CH3:71])=[N:41][CH:40]=1)=[CH:33][CH:32]=2)=[O:11])=[O:4]. The yield is 0.590. (9) The reactants are N1C=CC=CC=1C1O[C:9]2[CH2:14][CH2:13][N:12]([C:15]3[CH:16]=[C:17]([CH:20]=[CH:21][CH:22]=3)[C:18]#[N:19])[CH2:11][C:10]=2[N:23]=1.[F:24][C:25]1[CH:26]=[CH:27][C:28]([C:31]([OH:33])=O)=[N:29][CH:30]=1.BrC1C=C(C=C([F:43])C=1)C#N.C([O-])([O-])=O.[K+].[K+]. No catalyst specified. The product is [F:43][C:21]1[CH:20]=[C:17]([CH:16]=[C:15]([N:12]2[CH2:13][CH2:14][C:9]3[O:33][C:31]([C:28]4[CH:27]=[CH:26][C:25]([F:24])=[CH:30][N:29]=4)=[N:23][C:10]=3[CH2:11]2)[CH:22]=1)[C:18]#[N:19]. The yield is 0.0600.